From a dataset of Full USPTO retrosynthesis dataset with 1.9M reactions from patents (1976-2016). Predict the reactants needed to synthesize the given product. Given the product [OH:1][CH:2]([C:6]1[CH:7]=[C:8]2[C:25](=[CH:26][CH:27]=1)[C:12]1=[N:13][O:14][C:15]([C:16]3[CH:17]=[CH:18][C:19]([CH2:22][CH2:23][CH3:24])=[CH:20][CH:21]=3)=[C:11]1[CH2:10][CH2:9]2)[C:3]([NH:28][CH2:29][CH2:30][OH:31])=[O:4], predict the reactants needed to synthesize it. The reactants are: [OH:1][CH:2]([C:6]1[CH:7]=[C:8]2[C:25](=[CH:26][CH:27]=1)[C:12]1=[N:13][O:14][C:15]([C:16]3[CH:21]=[CH:20][C:19]([CH2:22][CH2:23][CH3:24])=[CH:18][CH:17]=3)=[C:11]1[CH2:10][CH2:9]2)[C:3](O)=[O:4].[NH2:28][CH2:29][CH2:30][OH:31].CN1CCOCC1.F[P-](F)(F)(F)(F)F.N1(O[P+](N(C)C)(N(C)C)N(C)C)C2C=CC=CC=2N=N1.